From a dataset of Reaction yield outcomes from USPTO patents with 853,638 reactions. Predict the reaction yield, written as a fraction of the theoretical maximum amount of product (1.0 means a 100% yield; for example, 0.34 means a 34% yield). (1) The reactants are [F:8][C:7]([F:10])([F:9])[C:6](O[C:6](=O)[C:7]([F:10])([F:9])[F:8])=O.I.[NH:15]1[CH2:21][CH2:20][CH2:19][CH2:18][NH:17][C:16]1=[N:22][NH2:23]. The catalyst is C(Cl)Cl. The product is [F:10][C:7]([F:8])([F:9])[C:6]1[N:15]2[CH2:21][CH2:20][CH2:19][CH2:18][NH:17][C:16]2=[N:22][N:23]=1. The yield is 0.310. (2) The yield is 0.870. The reactants are [F:1][C:2]1[CH:3]=[C:4]([CH:10]=[CH:11][CH:12]=1)/[CH:5]=[CH:6]/[C:7]([OH:9])=[O:8].IC.[C:15](=O)([O-])[O-].[Cs+].[Cs+]. The catalyst is CC(C)=O.C(OCC)(=O)C. The product is [CH3:15][O:8][C:7](=[O:9])/[CH:6]=[CH:5]/[C:4]1[CH:10]=[CH:11][CH:12]=[C:2]([F:1])[CH:3]=1. (3) The product is [CH3:14][S:15][C:16]1[C:17]([CH:25]=[O:26])=[N:18][CH:19]=[CH:20][CH:21]=1. The reactants are CN(CCN(C)C)C.[Li]CCCC.[CH3:14][S:15][C:16]1[CH:17]=[N:18][CH:19]=[CH:20][CH:21]=1.CN([CH:25]=[O:26])C.C(=O)(O)[O-].[Na+]. The yield is 0.190. The catalyst is C(OCC)C.